Dataset: Full USPTO retrosynthesis dataset with 1.9M reactions from patents (1976-2016). Task: Predict the reactants needed to synthesize the given product. (1) Given the product [F:25][C:9]1[C:10]2[O:14][N:13]=[C:12]([C:15]3[N:19]([CH3:20])[N:18]=[CH:17][N:16]=3)[C:11]=2[CH:21]=[C:22]2[C:8]=1[N:6]1[CH2:5][C@@H:4]([CH3:26])[O:3][C@@H:2]([CH3:1])[C@@H:7]1[C:31]1([C:30](=[O:34])[NH:29][C:28](=[O:35])[NH:27][C:32]1=[O:33])[CH2:23]2, predict the reactants needed to synthesize it. The reactants are: [CH3:1][C@@H:2]1[CH2:7][N:6]([C:8]2[C:22]([CH:23]=O)=[CH:21][C:11]3[C:12]([C:15]4[N:19]([CH3:20])[N:18]=[CH:17][N:16]=4)=[N:13][O:14][C:10]=3[C:9]=2[F:25])[CH2:5][C@@H:4]([CH3:26])[O:3]1.[NH:27]1[C:32](=[O:33])[CH2:31][C:30](=[O:34])[NH:29][C:28]1=[O:35]. (2) Given the product [C:19]([O:18][C:16](=[O:23])[NH:17][C:2]1[CH:7]=[CH:6][N:5]2[N:8]=[C:9]([N:11]([CH:13]3[CH2:15][CH2:14]3)[CH3:12])[N:10]=[C:4]2[CH:3]=1)([CH3:22])([CH3:21])[CH3:20], predict the reactants needed to synthesize it. The reactants are: Br[C:2]1[CH:7]=[CH:6][N:5]2[N:8]=[C:9]([N:11]([CH:13]3[CH2:15][CH2:14]3)[CH3:12])[N:10]=[C:4]2[CH:3]=1.[C:16](=[O:23])([O:18][C:19]([CH3:22])([CH3:21])[CH3:20])[NH2:17]. (3) Given the product [Br:1][C:2]1[CH:3]=[C:4]2[C:9](=[CH:10][CH:11]=1)[C:8]([NH2:13])=[N:7][N:6]=[CH:5]2, predict the reactants needed to synthesize it. The reactants are: [Br:1][C:2]1[CH:3]=[C:4]2[C:9](=[CH:10][CH:11]=1)[C:8](Cl)=[N:7][N:6]=[CH:5]2.[NH3:13]. (4) Given the product [CH3:1][C:2]1[C:7]([CH3:8])=[CH:6][CH:5]=[CH:4][C:3]=1[CH:9]([NH:20][C:22](=[S:23])[NH:21][CH2:24][CH2:25][O:26][C:27](=[O:29])[CH3:28])[CH2:10][C:11]#[C:12][C:13]1[CH:14]=[C:15]([CH3:19])[CH:16]=[CH:17][CH:18]=1, predict the reactants needed to synthesize it. The reactants are: [CH3:1][C:2]1[C:7]([CH3:8])=[CH:6][CH:5]=[CH:4][C:3]=1[CH:9]([NH2:20])[CH2:10][C:11]#[C:12][C:13]1[CH:14]=[C:15]([CH3:19])[CH:16]=[CH:17][CH:18]=1.[N:21]([CH2:24][CH2:25][O:26][C:27](=[O:29])[CH3:28])=[C:22]=[S:23].